This data is from Catalyst prediction with 721,799 reactions and 888 catalyst types from USPTO. The task is: Predict which catalyst facilitates the given reaction. (1) Reactant: [NH2:1][CH2:2][C:3]1[CH:16]=[CH:15][C:6]([C:7]([NH:9][CH2:10][CH2:11][C:12]([OH:14])=[O:13])=[O:8])=[CH:5][CH:4]=1.[CH2:17]([CH:20]1[CH2:25][CH2:24][C:23](=O)[CH2:22][CH2:21]1)[CH2:18][CH3:19].C(O)(=O)C.[BH-](OC(C)=O)(OC(C)=O)OC(C)=O.[Na+]. Product: [CH2:17]([CH:20]1[CH2:25][CH2:24][CH:23]([NH:1][CH2:2][C:3]2[CH:4]=[CH:5][C:6]([C:7]([NH:9][CH2:10][CH2:11][C:12]([OH:14])=[O:13])=[O:8])=[CH:15][CH:16]=2)[CH2:22][CH2:21]1)[CH2:18][CH3:19]. The catalyst class is: 26. (2) Reactant: C1(P(C2C=CC=CC=2)C2C=CC=CC=2)C=CC=CC=1.CC(OC(/N=N/C(OC(C)C)=O)=O)C.[C:34]([OH:37])(=[S:36])[CH3:35].[C:38]([C:42]1[CH:47]=[CH:46][C:45]([CH:48]([CH2:66][C:67]2[CH:72]=[CH:71][C:70]([O:73][CH2:74][CH2:75]O)=[CH:69][CH:68]=2)[C:49]([NH:51][C:52]2[CH:57]=[CH:56][C:55]([O:58][CH2:59][CH:60]3[CH2:65][CH2:64][CH2:63][CH2:62][CH2:61]3)=[CH:54][CH:53]=2)=[O:50])=[CH:44][CH:43]=1)([CH3:41])([CH3:40])[CH3:39]. Product: [C:38]([C:42]1[CH:43]=[CH:44][C:45]([CH:48]([C:49](=[O:50])[NH:51][C:52]2[CH:53]=[CH:54][C:55]([O:58][CH2:59][CH:60]3[CH2:65][CH2:64][CH2:63][CH2:62][CH2:61]3)=[CH:56][CH:57]=2)[CH2:66][C:67]2[CH:72]=[CH:71][C:70]([O:73][CH2:74][CH2:75][S:36][C:34](=[O:37])[CH3:35])=[CH:69][CH:68]=2)=[CH:46][CH:47]=1)([CH3:39])([CH3:40])[CH3:41]. The catalyst class is: 1. (3) Reactant: [OH:1][C@@H:2]([C:23]1[CH:28]=[CH:27][CH:26]=[CH:25][CH:24]=1)[CH2:3][CH2:4][N:5]1[CH2:10][CH2:9][CH:8]([C:11]2[CH:12]=[C:13]([NH:17][C:18](=[O:22])[CH:19]([CH3:21])[CH3:20])[CH:14]=[CH:15][CH:16]=2)[CH2:7][CH2:6]1.[F:29][C:30]1[CH:35]=[CH:34][C:33]([F:36])=[CH:32][C:31]=1O.C1(P(C2C=CC=CC=2)C2C=CC=CC=2)C=CC=CC=1.N(C(OCC)=O)=NC(OCC)=O.N. Product: [F:29][C:30]1[CH:35]=[CH:34][C:33]([F:36])=[CH:32][C:31]=1[O:1][C@H:2]([C:23]1[CH:24]=[CH:25][CH:26]=[CH:27][CH:28]=1)[CH2:3][CH2:4][N:5]1[CH2:10][CH2:9][CH:8]([C:11]2[CH:12]=[C:13]([NH:17][C:18](=[O:22])[CH:19]([CH3:21])[CH3:20])[CH:14]=[CH:15][CH:16]=2)[CH2:7][CH2:6]1. The catalyst class is: 396. (4) Reactant: [NH2:1][CH:2]=[C:3]([C:8]1[N:9]([CH3:17])[CH:10]=[CH:11][C:12]=1[C:13](OC)=[O:14])[C:4]([O:6][CH3:7])=[O:5].CC(C)([O-])C.[Na+]. Product: [CH3:17][N:9]1[C:8]2[C:3]([C:4]([O:6][CH3:7])=[O:5])=[CH:2][NH:1][C:13](=[O:14])[C:12]=2[CH:11]=[CH:10]1. The catalyst class is: 9.